Dataset: Forward reaction prediction with 1.9M reactions from USPTO patents (1976-2016). Task: Predict the product of the given reaction. (1) Given the reactants [C:1]([CH2:4][C:5]1[CH:10]=[CH:9][CH:8]=[CH:7][C:6]=1[S:11][C:12]1[CH:20]=[CH:19][CH:18]=[CH:17][C:13]=1[C:14](O)=[O:15])(O)=[O:2].C(C1C=CC=C([N+]([O-])=O)C=1SC1C=CC(F)=CC=1C(O)=O)(O)=O.B, predict the reaction product. The product is: [OH:15][CH2:14][C:13]1[CH:17]=[CH:18][CH:19]=[CH:20][C:12]=1[S:11][C:6]1[CH:7]=[CH:8][CH:9]=[CH:10][C:5]=1[CH2:4][CH2:1][OH:2]. (2) Given the reactants [CH3:1][N:2]1[C@@H:12]2[CH2:13][C:14]3[CH:19]=[CH:18][C:17]([OH:20])=[C:16]4[O:21][C@H:6]5[C:7]([CH:9]=[CH:10][C@:11]2([OH:22])[C@:5]5([C:15]=34)[CH2:4][CH2:3]1)=[O:8].C(N(CC)CC)C.[CH:30]1(C=O)[CH2:32][CH2:31]1.C(O)=O, predict the reaction product. The product is: [CH2:30]1[CH:32]([CH2:1][N:2]2[C@@H:12]3[CH2:13][C:14]4[CH:19]=[CH:18][C:17]([OH:20])=[C:16]5[O:21][CH:6]6[C:7]([CH2:9][CH2:10][C@:11]3([OH:22])[C@:5]6([C:15]=45)[CH2:4][CH2:3]2)=[O:8])[CH2:31]1.